From a dataset of Full USPTO retrosynthesis dataset with 1.9M reactions from patents (1976-2016). Predict the reactants needed to synthesize the given product. (1) Given the product [C:20]([CH2:19][CH2:18][N:17]1[C:16]2[CH:23]=[CH:24][C:25]([CH:27]([CH3:36])[C:28]([CH:30]3[CH2:35][CH2:34][CH2:33][CH2:32][CH2:31]3)=[O:29])=[CH:26][C:15]=2[N:14]=[C:13]1[NH:12][C:7](=[O:8])[C:6]1[CH:10]=[CH:11][C:3]([C:1]#[N:2])=[CH:4][CH:5]=1)(=[O:21])[NH2:22], predict the reactants needed to synthesize it. The reactants are: [C:1]([C:3]1[CH:11]=[CH:10][C:6]([C:7](Cl)=[O:8])=[CH:5][CH:4]=1)#[N:2].[NH2:12][C:13]1[N:17]([CH2:18][CH2:19][C:20]([NH2:22])=[O:21])[C:16]2[CH:23]=[CH:24][C:25]([CH:27]([CH3:36])[C:28]([CH:30]3[CH2:35][CH2:34][CH2:33][CH2:32][CH2:31]3)=[O:29])=[CH:26][C:15]=2[N:14]=1. (2) Given the product [F:19][C:2]1[C:7]([C:8]#[N:9])=[CH:6][N:5]=[C:4]2[S:10][C:11]([I:13])=[CH:12][C:3]=12, predict the reactants needed to synthesize it. The reactants are: Cl[C:2]1[C:7]([C:8]#[N:9])=[CH:6][N:5]=[C:4]2[S:10][C:11]([I:13])=[CH:12][C:3]=12.CN(C=O)C.[F-:19].[Cs+]. (3) Given the product [C:4]([O:3][C:1]([N:8]1[CH2:14][CH2:13][CH2:12][C@@H:9]1/[CH:10]=[CH:15]/[CH3:16])=[O:2])([CH3:7])([CH3:6])[CH3:5], predict the reactants needed to synthesize it. The reactants are: [C:1]([N:8]1[CH2:14][CH2:13][CH2:12][C@@H:9]1[CH:10]=O)([O:3][C:4]([CH3:7])([CH3:6])[CH3:5])=[O:2].[CH2:15](S(C1SC2C=CC=CC=2N=1)(=O)=O)[CH3:16].C[Si]([N-][Si](C)(C)C)(C)C.[Li+]. (4) Given the product [C:13]1([NH:12][C:2]2[CH:3]=[C:4]([OH:11])[CH:5]=[CH:6][C:7]=2[N+:8]([O-:10])=[O:9])[CH:18]=[CH:17][CH:16]=[CH:15][CH:14]=1, predict the reactants needed to synthesize it. The reactants are: F[C:2]1[CH:3]=[C:4]([OH:11])[CH:5]=[CH:6][C:7]=1[N+:8]([O-:10])=[O:9].[NH2:12][C:13]1[CH:18]=[CH:17][CH:16]=[CH:15][CH:14]=1. (5) Given the product [O:7]([C:14]1[CH:19]=[CH:18][N:17]=[C:16]([CH2:20][NH2:21])[CH:15]=1)[C:8]1[CH:9]=[CH:10][CH:11]=[CH:12][CH:13]=1, predict the reactants needed to synthesize it. The reactants are: [H-].[Al+3].[Li+].[H-].[H-].[H-].[O:7]([C:14]1[CH:19]=[CH:18][N:17]=[C:16]([C:20]#[N:21])[CH:15]=1)[C:8]1[CH:13]=[CH:12][CH:11]=[CH:10][CH:9]=1.CO.[Cl-].[NH4+]. (6) Given the product [CH:1]1([O:7][C:8](=[O:22])[CH2:9][CH2:10][C@H:11]([NH:14][C:15]([O:17][C:18]([CH3:21])([CH3:20])[CH3:19])=[O:16])[CH2:12][Br:24])[CH2:6][CH2:5][CH2:4][CH2:3][CH2:2]1, predict the reactants needed to synthesize it. The reactants are: [CH:1]1([O:7][C:8](=[O:22])[CH2:9][CH2:10][C@H:11]([NH:14][C:15]([O:17][C:18]([CH3:21])([CH3:20])[CH3:19])=[O:16])[CH2:12]O)[CH2:6][CH2:5][CH2:4][CH2:3][CH2:2]1.C(Br)(Br)(Br)[Br:24].C1C=CC(P(C2C=CC=CC=2)C2C=CC=CC=2)=CC=1.